This data is from Experimentally validated miRNA-target interactions with 360,000+ pairs, plus equal number of negative samples. The task is: Binary Classification. Given a miRNA mature sequence and a target amino acid sequence, predict their likelihood of interaction. (1) The miRNA is hsa-miR-4423-5p with sequence AGUUGCCUUUUUGUUCCCAUGC. The protein sequence of the target gene is MAGIKALISLSFGGAIGLMFLMLGCALPIYNKYWPLFVLFFYILSPIPYCIARRLVDDTDAMSNACKELAIFLTTGIVVSAFGLPIVFARAHLIEWGACALVLTGNTVIFATILGFFLVFGSNDDFSWQQW. Result: 1 (interaction). (2) The miRNA is hsa-miR-766-5p with sequence AGGAGGAAUUGGUGCUGGUCUU. The protein sequence of the target gene is MWPQPYLPPHPMMLEESRQNKLAAAKKKLKEYQQRKSPGIPAGAKTKKKKTDSSPETTTSGGGHSPGDSQYQELAVALESSSVTISQLNENIESLKQQKKQVEHQLEEAKKTNNEIHKAQMERLETINILTLEKADLKTTLYHTKRAARHFEEESKDLAGRLQYSLQRIQELERALCAVSTQQQEEDRSSSCREAVLHRRLQQTIKERALLNAHVTQVTESLKQVQLERDEYAKHIKGERARWQERMWKMSVEARTLKEEKKRDIHRIQELERSLSELKNQMAKPPSLAPPAVTSVVEQL.... Result: 0 (no interaction). (3) The miRNA is hsa-miR-484 with sequence UCAGGCUCAGUCCCCUCCCGAU. The protein sequence of the target gene is MAAAALRDPAQGCVTFEDVTIYFSQEEWVLLDEAQRLLYCDVMLENFALIASLGLISFRSHIVSQLEMGKEPWVPDSVDMTSAMARGAYGRPGSDFCHGTEGKDLPSEHNVSVEGVAQDRSPEATLCPQKTCPCDICGLRLKDILHLAEHQTTHPRQKPFVCEAYVKGSEFSANLPRKQVQQNVHNPIRTEEGQASPVKTCRDHTSDQLSTCREGGKDFVATAGFLQCEVTPSDGEPHEATEGVVDFHIALRHNKCCESGDAFNNKSTLVQHQRIHSRERPYECSKCGIFFTYAADLTQH.... Result: 1 (interaction). (4) The protein sequence of the target gene is MMSLSVRPQRRLLSARVSRSQSFAGVLGSHERGPRSFTVFSPPGPPRKPLVLSRVSRMFSVAHPAPKVPQPERLDLVYTALKRGLTAYLEVHQQEQEKLQRQIKESKRNSRLGFLYDLDKQVKSIERFLRRLEFHASKIDELYEAYCVQRRLRDGAYNMVRAYSTGSPGSREARDSLAEATRGHREYTESMCLLENELEAQLGEFHLRMKGLAGFARLCVGDQYEICMKYGRQRWKLRGRIESSGKQVWDSEETVFLPLLTEFLSIKVTELKGLANHVVVGSVSCETKDLFAALPQVVAV.... The miRNA is hsa-miR-4774-5p with sequence UCUGGUAUGUAGUAGGUAAUAA. Result: 0 (no interaction). (5) The miRNA is hsa-miR-4781-5p with sequence UAGCGGGGAUUCCAAUAUUGG. The protein sequence of the target gene is MKSAKLGFLLRFFIFCSLNTLLLGGVNKIAEKICGDLKDPCKLDMNFGSCYEVHFRYFYNRTSKRCETFVFSGCNGNLNNFKLKIEREVACVAKYKPPR. Result: 0 (no interaction). (6) The miRNA is hsa-miR-6739-3p with sequence AUUGUUCUGUCUUUCUCCCAG. The protein sequence of the target gene is MSMRSPISAQLALDGVGTMVNCTIKSEEKKEPCHEAPQGSATAAEPQPGDPARASQDSADPQAPAQGNFRGSWDCSSPEGNGSPEPKRPGVSEAASGSQEKLDFNRNLKEVVPAIEKLLSSDWKERFLGRNSMEAKDVKGTQESLAEKELQLLVMIHQLSTLRDQLLTAHSEQKNMAAMLFEKQQQQMELARQQQEQIAKQQQQLIQQQHKINLLQQQIQQVNMPYVMIPAFPPSHQPLPVTPDSQLALPIQPIPCKPVEYPLQLLHSPPAPVVKRPGAMATHHPLQEPSQPLNLTAKPK.... Result: 0 (no interaction). (7) The miRNA is mmu-miR-486b-5p with sequence UCCUGUACUGAGCUGCCCCGAG. The protein sequence of the target gene is MARARPSVAGGGVAAPPERAGPGRPRRSRTGHHCDPECPGLRAAPRTPGPGAGRRAAKLRPGRGWWALLLLQLHLLRALAQDDVAPYFKTEPGLPQIHLEGNRLVLTCLAEGSWPLEFKWIRNDSELTTYSSEYKYIIPSLQKLDAGFYRCVVRNRMGALLQRKSEIQVAYMGNFMDTDQRKTVSQGHAALLNLLPIVSCPQPQVTWFREGHKIIPSSRIAITLENQLVILATTASDAGAYYVQAVNEKNGENKTSPFIHLSVARDTGTHEAMAPIIVVAPGNRSVVAGSSETTLECIAN.... Result: 0 (no interaction).